From a dataset of Catalyst prediction with 721,799 reactions and 888 catalyst types from USPTO. Predict which catalyst facilitates the given reaction. (1) Reactant: [C:1]([O:4][CH2:5][CH:6]([O:37][C:38](=[O:40])[CH3:39])[CH2:7][NH:8][C:9](=[O:36])[C:10]1[C:15]([I:16])=[C:14]([N:17]=[C:18]=[O:19])[C:13]([I:20])=[C:12]([C:21](=[O:34])[NH:22][CH2:23][CH:24]([O:30][C:31](=[O:33])[CH3:32])[CH2:25][O:26][C:27](=[O:29])[CH3:28])[C:11]=1[I:35])(=[O:3])[CH3:2].[NH2:41][CH2:42][CH:43]([OH:46])[CH2:44][NH2:45]. Product: [C:31]([O:30][CH:24]([CH2:23][NH:22][C:21](=[O:34])[C:12]1[C:11]([I:35])=[C:10]([C:9](=[O:36])[NH:8][CH2:7][CH:6]([O:37][C:38](=[O:40])[CH3:39])[CH2:5][O:4][C:1](=[O:3])[CH3:2])[C:15]([I:16])=[C:14]([NH:17][C:18]([NH:41][CH2:42][CH:43]([OH:46])[CH2:44][NH:45][C:18]([NH:17][C:14]2[C:13]([I:20])=[C:12]([C:21](=[O:34])[NH:22][CH2:23][CH:24]([O:30][C:31](=[O:33])[CH3:32])[CH2:25][O:26][C:27](=[O:29])[CH3:28])[C:11]([I:35])=[C:10]([C:9](=[O:36])[NH:8][CH2:7][CH:6]([O:37][C:38](=[O:40])[CH3:39])[CH2:5][O:4][C:1](=[O:3])[CH3:2])[C:15]=2[I:16])=[O:19])=[O:19])[C:13]=1[I:20])[CH2:25][O:26][C:27](=[O:29])[CH3:28])(=[O:33])[CH3:32]. The catalyst class is: 4. (2) Reactant: [CH3:1][C:2]([C:4]1[CH:9]=[CH:8][C:7]([S:10]([CH3:13])(=[O:12])=[O:11])=[CH:6][CH:5]=1)=[O:3].[C:14](=O)([O:18]CC)[O:15][CH2:16][CH3:17].[H-].[Na+].Cl. Product: [CH3:13][S:10]([C:7]1[CH:6]=[CH:5][C:4]([C:2](=[O:3])[CH2:1][C:14]([O:15][CH2:16][CH3:17])=[O:18])=[CH:9][CH:8]=1)(=[O:12])=[O:11]. The catalyst class is: 8. (3) Reactant: Cl[C:2]1[O:3][C:4]([N:9]2[CH2:14][CH2:13][O:12][CH2:11][CH2:10]2)=[CH:5][C:6](=[O:8])[CH:7]=1.[CH:15]1[C:28]2[S:27][C:26]3[C:21](=[CH:22][CH:23]=[CH:24][CH:25]=3)[O:20][C:19]=2[C:18](B(O)O)=[CH:17][CH:16]=1.C(=O)([O-])[O-].[K+].[K+].N#N. Product: [CH:15]1[C:28]2[S:27][C:26]3[C:21](=[CH:22][CH:23]=[CH:24][CH:25]=3)[O:20][C:19]=2[C:18]([C:2]2[O:3][C:4]([N:9]3[CH2:14][CH2:13][O:12][CH2:11][CH2:10]3)=[CH:5][C:6](=[O:8])[CH:7]=2)=[CH:17][CH:16]=1. The catalyst class is: 77.